From a dataset of Reaction yield outcomes from USPTO patents with 853,638 reactions. Predict the reaction yield, written as a fraction of the theoretical maximum amount of product (1.0 means a 100% yield; for example, 0.34 means a 34% yield). (1) The reactants are [NH2:1][C:2]1[CH:7]=[CH:6][C:5]([Cl:8])=[CH:4][C:3]=1[C:9]1[N:14]=[CH:13][N:12]=[C:11]([NH:15][CH2:16][C:17]2[CH:22]=[CH:21][CH:20]=[C:19]([C:23]([F:26])([F:25])[F:24])[CH:18]=2)[CH:10]=1.[CH2:27]([N:29]([CH2:44][CH3:45])[CH2:30][CH2:31][N:32]([CH2:34][C:35]1[CH:36]=[C:37]([CH:41]=[CH:42][CH:43]=1)[C:38](O)=[O:39])[CH3:33])[CH3:28].CN(C(ON1N=NC2C=CC=NC1=2)=[N+](C)C)C.F[P-](F)(F)(F)(F)F.C(N(CC)C(C)C)(C)C. The catalyst is CN(C)C=O. The product is [Cl:8][C:5]1[CH:6]=[CH:7][C:2]([NH:1][C:38](=[O:39])[C:37]2[CH:41]=[CH:42][CH:43]=[C:35]([CH2:34][N:32]([CH2:31][CH2:30][N:29]([CH2:44][CH3:45])[CH2:27][CH3:28])[CH3:33])[CH:36]=2)=[C:3]([C:9]2[CH:10]=[C:11]([NH:15][CH2:16][C:17]3[CH:22]=[CH:21][CH:20]=[C:19]([C:23]([F:25])([F:24])[F:26])[CH:18]=3)[N:12]=[CH:13][N:14]=2)[CH:4]=1. The yield is 0.0900. (2) The reactants are [Cl:1][C:2]1[CH:3]=[CH:4][C:5]([C:8]#[N:9])=[N:6][CH:7]=1.Cl. The catalyst is C(O)C.[Pd]. The product is [Cl:1][C:2]1[CH:3]=[CH:4][C:5]([CH2:8][NH2:9])=[N:6][CH:7]=1. The yield is 0.510. (3) The reactants are [C:1]([O:5][C:6]([N:8]1[CH2:15][CH:14]2[CH:10]([CH2:11][NH:12][CH2:13]2)[CH2:9]1)=[O:7])([CH3:4])([CH3:3])[CH3:2].Br[C:17]1[CH:24]=[CH:23][CH:22]=[CH:21][C:18]=1[C:19]#[N:20].CC1(C)C2C(=C(P(C3C=CC=CC=3)C3C=CC=CC=3)C=CC=2)OC2C(P(C3C=CC=CC=3)C3C=CC=CC=3)=CC=CC1=2.CC(C)([O-])C.[Na+]. The catalyst is O1CCOCC1.C1C=CC(/C=C/C(/C=C/C2C=CC=CC=2)=O)=CC=1.C1C=CC(/C=C/C(/C=C/C2C=CC=CC=2)=O)=CC=1.C1C=CC(/C=C/C(/C=C/C2C=CC=CC=2)=O)=CC=1.[Pd].[Pd]. The product is [C:1]([O:5][C:6]([N:8]1[CH2:9][CH:10]2[CH:14]([CH2:13][N:12]([C:17]3[CH:24]=[CH:23][CH:22]=[CH:21][C:18]=3[C:19]#[N:20])[CH2:11]2)[CH2:15]1)=[O:7])([CH3:4])([CH3:2])[CH3:3]. The yield is 0.740.